This data is from HIV replication inhibition screening data with 41,000+ compounds from the AIDS Antiviral Screen. The task is: Binary Classification. Given a drug SMILES string, predict its activity (active/inactive) in a high-throughput screening assay against a specified biological target. (1) The drug is CCOc1ccccc1C=C1NC(=O)NC1=O. The result is 0 (inactive). (2) The molecule is COc1ccc(C2NC3=C(CCCC3)N2)cc1. The result is 0 (inactive).